Regression. Given a peptide amino acid sequence and an MHC pseudo amino acid sequence, predict their binding affinity value. This is MHC class I binding data. From a dataset of Peptide-MHC class I binding affinity with 185,985 pairs from IEDB/IMGT. (1) The peptide sequence is HADDIPVPV. The MHC is HLA-A02:01 with pseudo-sequence HLA-A02:01. The binding affinity (normalized) is 0.614. (2) The peptide sequence is YLSKEDRIIT. The MHC is HLA-A68:02 with pseudo-sequence HLA-A68:02. The binding affinity (normalized) is 0.0779. (3) The peptide sequence is RSTLANGWY. The MHC is HLA-A31:01 with pseudo-sequence HLA-A31:01. The binding affinity (normalized) is 0.0847.